From a dataset of Forward reaction prediction with 1.9M reactions from USPTO patents (1976-2016). Predict the product of the given reaction. (1) Given the reactants C([O:3][C:4](=O)[CH2:5][N:6]1[C:14]2[C:9](=[CH:10][CH:11]=[CH:12][CH:13]=2)[CH:8]=[C:7]1[CH3:15])C.[H-].C([Al+]CC(C)C)C(C)C, predict the reaction product. The product is: [CH3:15][C:7]1[N:6]([CH2:5][CH:4]=[O:3])[C:14]2[C:9]([CH:8]=1)=[CH:10][CH:11]=[CH:12][CH:13]=2. (2) Given the reactants Cl.[C:2]([C:5]1[CH:6]=[CH:7][C:8]([O:29][CH2:30][C:31]2[CH:36]=[CH:35][CH:34]=[CH:33][CH:32]=2)=[C:9]([CH2:11][C:12]([NH:14][C:15]2[CH:20]=[CH:19][C:18]([C:21]([N:23]3[CH2:27][CH2:26][CH2:25][CH2:24]3)=[O:22])=[C:17]([CH3:28])[CH:16]=2)=[O:13])[CH:10]=1)(=[NH:4])[NH2:3].C(N(CC)CC)C.[N+](C1C=CC([C:53]2[CH:61]=[CH:60][CH:59]=[CH:58][C:54]=2[C:55]([O-])=[O:56])=CC=1)([O-])=O, predict the reaction product. The product is: [C:55]([NH:4][C:2]([C:5]1[CH:6]=[CH:7][C:8]([O:29][CH2:30][C:31]2[CH:32]=[CH:33][CH:34]=[CH:35][CH:36]=2)=[C:9]([CH2:11][C:12]([NH:14][C:15]2[CH:20]=[CH:19][C:18]([C:21]([N:23]3[CH2:27][CH2:26][CH2:25][CH2:24]3)=[O:22])=[C:17]([CH3:28])[CH:16]=2)=[O:13])[CH:10]=1)=[NH:3])(=[O:56])[C:54]1[CH:58]=[CH:59][CH:60]=[CH:61][CH:53]=1. (3) Given the reactants [CH3:1][C:2]1[CH:7]=[CH:6][N:5]=[CH:4][C:3]=1[C:8]1[S:9][CH:10]=[C:11]([C:13]([O:15]CC)=O)[N:12]=1.BrCC(=O)C(O)=O.C[C:26]1[CH:31]=[CH:30][N:29]=[CH:28][C:27]=1C(=S)N.C(N(CC)CC)C, predict the reaction product. The product is: [CH3:1][C:2]1[CH:7]=[CH:6][N:5]=[CH:4][C:3]=1[C:8]1[S:9][CH:10]=[C:11]([C:13]([N:29]2[CH2:30][CH2:31][CH2:26][CH2:27][CH2:28]2)=[O:15])[N:12]=1. (4) Given the reactants OS(O)(=O)=O.[H-].[Al+3].[Li+].[H-].[H-].[H-].[CH:12]1[N:13]=[CH:14][N:15]2[CH2:20][CH2:19][CH2:18][CH:17]([CH:21]3[CH2:25][CH2:24][NH:23][C:22]3=O)[C:16]=12, predict the reaction product. The product is: [NH:23]1[CH2:24][CH2:25][CH:21]([CH:17]2[CH2:18][CH2:19][CH2:20][N:15]3[CH:14]=[N:13][CH:12]=[C:16]23)[CH2:22]1. (5) Given the reactants [CH2:1]([Li])CCC.Br[C:7]1[CH:12]=[CH:11][C:10]([N:13]2[CH2:18][CH2:17][O:16][CH2:15][CH2:14]2)=[CH:9][CH:8]=1.O.[O:20]1[CH2:24][CH2:23][CH2:22]C1, predict the reaction product. The product is: [CH3:22][CH:23]([CH3:1])[C:24]([C:7]1[CH:12]=[CH:11][C:10]([N:13]2[CH2:18][CH2:17][O:16][CH2:15][CH2:14]2)=[CH:9][CH:8]=1)=[O:20].